This data is from Reaction yield outcomes from USPTO patents with 853,638 reactions. The task is: Predict the reaction yield, written as a fraction of the theoretical maximum amount of product (1.0 means a 100% yield; for example, 0.34 means a 34% yield). The reactants are [C:1](O)(C(F)(F)F)=[O:2].[C:8]1([C:14]2[CH:19]=[C:18]([CH:20]3[CH2:25][NH:24][S:23](=[O:27])(=[O:26])[NH:22][CH2:21]3)[CH:17]=[CH:16][C:15]=2[NH:28][C:29]([C:31]2[N:32](COCC[Si](C)(C)C)[CH:33]=[C:34]([C:36]#[N:37])[N:35]=2)=[O:30])[CH2:13][CH2:12][CH2:11][CH2:10][CH:9]=1. The catalyst is C(Cl)Cl.CCO. The product is [C:8]1([C:14]2[CH:19]=[C:18]([CH:20]3[CH2:25][NH:24][S:23](=[O:26])(=[O:27])[NH:22][CH2:21]3)[C:17]([CH2:1][OH:2])=[CH:16][C:15]=2[NH:28][C:29]([C:31]2[NH:32][CH:33]=[C:34]([C:36]#[N:37])[N:35]=2)=[O:30])[CH2:13][CH2:12][CH2:11][CH2:10][CH:9]=1. The yield is 0.460.